Dataset: Catalyst prediction with 721,799 reactions and 888 catalyst types from USPTO. Task: Predict which catalyst facilitates the given reaction. (1) Reactant: Cl.[Br:2][C:3]1[CH:4]=[C:5]([S:19][C:20]2[CH:29]=[CH:28][C:23]([C:24]([O:26]C)=[O:25])=[CH:22][CH:21]=2)[C:6]([NH:9][C:10]2[S:11][C:12]3[C:17]([N:18]=2)=[CH:16][CH:15]=[CH:14][N:13]=3)=[N:7][CH:8]=1.[OH-].[Na+]. Product: [Br:2][C:3]1[CH:4]=[C:5]([S:19][C:20]2[CH:29]=[CH:28][C:23]([C:24]([OH:26])=[O:25])=[CH:22][CH:21]=2)[C:6]([NH:9][C:10]2[S:11][C:12]3[C:17]([N:18]=2)=[CH:16][CH:15]=[CH:14][N:13]=3)=[N:7][CH:8]=1. The catalyst class is: 5. (2) Reactant: [F:1][C:2]1[CH:3]=[C:4]([CH2:13][CH2:14][C:15]([OH:17])=O)[CH:5]=[CH:6][C:7]=1[O:8][CH2:9][CH2:10][O:11][CH3:12]. Product: [F:1][C:2]1[CH:3]=[C:4]2[C:5](=[CH:6][C:7]=1[O:8][CH2:9][CH2:10][O:11][CH3:12])[C:15](=[O:17])[CH2:14][CH2:13]2. The catalyst class is: 820. (3) Reactant: S(=O)(=O)(O)O.O.[OH:7][CH:8]1[CH2:13][CH2:12][CH2:11][CH:10]([C:14]([OH:16])=[O:15])[CH2:9]1.CC(C)=O.OS(O)(=O)=O.O=[Cr](=O)=O. Product: [O:7]=[C:8]1[CH2:13][CH2:12][CH2:11][CH:10]([C:14]([OH:16])=[O:15])[CH2:9]1. The catalyst class is: 21.